Dataset: NCI-60 drug combinations with 297,098 pairs across 59 cell lines. Task: Regression. Given two drug SMILES strings and cell line genomic features, predict the synergy score measuring deviation from expected non-interaction effect. (1) Drug 1: C(=O)(N)NO. Drug 2: C1CCC(C(C1)N)N.C(=O)(C(=O)[O-])[O-].[Pt+4]. Cell line: HCT116. Synergy scores: CSS=31.8, Synergy_ZIP=8.48, Synergy_Bliss=7.86, Synergy_Loewe=-7.31, Synergy_HSA=7.17. (2) Drug 1: CC1C(C(=O)NC(C(=O)N2CCCC2C(=O)N(CC(=O)N(C(C(=O)O1)C(C)C)C)C)C(C)C)NC(=O)C3=C4C(=C(C=C3)C)OC5=C(C(=O)C(=C(C5=N4)C(=O)NC6C(OC(=O)C(N(C(=O)CN(C(=O)C7CCCN7C(=O)C(NC6=O)C(C)C)C)C)C(C)C)C)N)C. Drug 2: CC1=C(C(CCC1)(C)C)C=CC(=CC=CC(=CC(=O)O)C)C. Cell line: MDA-MB-231. Synergy scores: CSS=11.2, Synergy_ZIP=4.63, Synergy_Bliss=7.33, Synergy_Loewe=1.07, Synergy_HSA=8.73.